This data is from Forward reaction prediction with 1.9M reactions from USPTO patents (1976-2016). The task is: Predict the product of the given reaction. Given the reactants Br[C:2]1[CH:3]=[N:4][N:5]([C:7]2[C:12]([Cl:13])=[CH:11][N:10]=[C:9]3[N:14]([CH2:23][O:24][CH2:25][CH2:26][Si:27]([CH3:30])([CH3:29])[CH3:28])[C:15]([C:17]4[CH:18]=[N:19][N:20]([CH3:22])[CH:21]=4)=[CH:16][C:8]=23)[CH:6]=1.C([Li])CCC.[C:36]1(=[O:40])[CH2:39][CH2:38][CH2:37]1, predict the reaction product. The product is: [Cl:13][C:12]1[C:7]([N:5]2[CH:6]=[C:2]([C:36]3([OH:40])[CH2:39][CH2:38][CH2:37]3)[CH:3]=[N:4]2)=[C:8]2[CH:16]=[C:15]([C:17]3[CH:18]=[N:19][N:20]([CH3:22])[CH:21]=3)[N:14]([CH2:23][O:24][CH2:25][CH2:26][Si:27]([CH3:30])([CH3:29])[CH3:28])[C:9]2=[N:10][CH:11]=1.